From a dataset of Peptide-MHC class II binding affinity with 134,281 pairs from IEDB. Regression. Given a peptide amino acid sequence and an MHC pseudo amino acid sequence, predict their binding affinity value. This is MHC class II binding data. (1) The peptide sequence is TVLAFPAGVCPTIGV. The MHC is DRB1_1302 with pseudo-sequence DRB1_1302. The binding affinity (normalized) is 0.453. (2) The binding affinity (normalized) is 1.00. The peptide sequence is ESSFVMMSAPPAEYK. The MHC is DRB1_0101 with pseudo-sequence DRB1_0101. (3) The peptide sequence is GKWYLKAMTADQEVPE. The MHC is HLA-DQA10401-DQB10402 with pseudo-sequence HLA-DQA10401-DQB10402. The binding affinity (normalized) is 0.405. (4) The peptide sequence is TPLTLVDICFWSTLF. The MHC is DRB1_0101 with pseudo-sequence DRB1_0101. The binding affinity (normalized) is 0.254. (5) The peptide sequence is RFKYLLNVSYLCHLV. The MHC is DRB4_0101 with pseudo-sequence QEFFIASGAAVDAIMEACNIYYDLRRETYYVVFT. The binding affinity (normalized) is 0.441. (6) The binding affinity (normalized) is 0.642. The MHC is DRB1_1101 with pseudo-sequence DRB1_1101. The peptide sequence is RSWVTAGEIHAVPFG. (7) The peptide sequence is YDKVLANVSTVLTGK. The MHC is DRB1_0101 with pseudo-sequence DRB1_0101. The binding affinity (normalized) is 0.811. (8) The peptide sequence is QFRRVKCKYPEGTKV. The MHC is DRB1_0101 with pseudo-sequence DRB1_0101. The binding affinity (normalized) is 0.